From a dataset of NCI-60 drug combinations with 297,098 pairs across 59 cell lines. Regression. Given two drug SMILES strings and cell line genomic features, predict the synergy score measuring deviation from expected non-interaction effect. (1) Drug 1: CC1=C(C(=CC=C1)Cl)NC(=O)C2=CN=C(S2)NC3=CC(=NC(=N3)C)N4CCN(CC4)CCO. Drug 2: CCN(CC)CCCC(C)NC1=C2C=C(C=CC2=NC3=C1C=CC(=C3)Cl)OC. Cell line: OVCAR-8. Synergy scores: CSS=31.0, Synergy_ZIP=-10.00, Synergy_Bliss=-0.0796, Synergy_Loewe=-1.57, Synergy_HSA=-1.11. (2) Drug 2: CCCCC(=O)OCC(=O)C1(CC(C2=C(C1)C(=C3C(=C2O)C(=O)C4=C(C3=O)C=CC=C4OC)O)OC5CC(C(C(O5)C)O)NC(=O)C(F)(F)F)O. Cell line: NCI-H522. Synergy scores: CSS=52.0, Synergy_ZIP=3.47, Synergy_Bliss=3.71, Synergy_Loewe=0.287, Synergy_HSA=3.21. Drug 1: CCN(CC)CCNC(=O)C1=C(NC(=C1C)C=C2C3=C(C=CC(=C3)F)NC2=O)C. (3) Drug 1: C1CN1C2=NC(=NC(=N2)N3CC3)N4CC4. Drug 2: CN(C)C1=NC(=NC(=N1)N(C)C)N(C)C. Cell line: OVCAR-8. Synergy scores: CSS=26.8, Synergy_ZIP=0.971, Synergy_Bliss=1.33, Synergy_Loewe=0.842, Synergy_HSA=0.863. (4) Drug 1: CC1=C2C(C(=O)C3(C(CC4C(C3C(C(C2(C)C)(CC1OC(=O)C(C(C5=CC=CC=C5)NC(=O)C6=CC=CC=C6)O)O)OC(=O)C7=CC=CC=C7)(CO4)OC(=O)C)O)C)OC(=O)C. Drug 2: C1CCC(C(C1)N)N.C(=O)(C(=O)[O-])[O-].[Pt+4]. Cell line: TK-10. Synergy scores: CSS=40.2, Synergy_ZIP=-3.46, Synergy_Bliss=0.0251, Synergy_Loewe=-9.60, Synergy_HSA=3.96. (5) Drug 1: C1=NC2=C(N1)C(=S)N=C(N2)N. Drug 2: CC1=C(C=C(C=C1)C(=O)NC2=CC(=CC(=C2)C(F)(F)F)N3C=C(N=C3)C)NC4=NC=CC(=N4)C5=CN=CC=C5. Cell line: PC-3. Synergy scores: CSS=16.2, Synergy_ZIP=-10.7, Synergy_Bliss=-7.30, Synergy_Loewe=-9.83, Synergy_HSA=-6.44.